Dataset: Reaction yield outcomes from USPTO patents with 853,638 reactions. Task: Predict the reaction yield, written as a fraction of the theoretical maximum amount of product (1.0 means a 100% yield; for example, 0.34 means a 34% yield). (1) The reactants are Br[C:2]1[CH:3]=[C:4]([CH:7]=[CH:8][C:9]=1[O:10][C:11]([F:14])([F:13])[F:12])C=O.[CH3:15][C:16]1[C:17](B(O)O)=[CH:18][C:19]2[C:20]([CH3:29])([CH3:28])[CH2:21][CH2:22][C:23]([CH3:27])([CH3:26])[C:24]=2[CH:25]=1.[CH2:33]([OH:35])C.C(=O)([O-])[O-].[K+].[K+]. The catalyst is C1(C)C=CC=CC=1.C(OCC)(=O)C.C1C=CC([P]([Pd]([P](C2C=CC=CC=2)(C2C=CC=CC=2)C2C=CC=CC=2)([P](C2C=CC=CC=2)(C2C=CC=CC=2)C2C=CC=CC=2)[P](C2C=CC=CC=2)(C2C=CC=CC=2)C2C=CC=CC=2)(C2C=CC=CC=2)C2C=CC=CC=2)=CC=1.O. The product is [F:14][C:11]([F:12])([F:13])[O:10][C:9]1[CH:8]=[C:7]([CH:4]=[CH:3][C:2]=1[C:17]1[C:16]([CH3:15])=[CH:25][C:24]2[C:23]([CH3:27])([CH3:26])[CH2:22][CH2:21][C:20]([CH3:29])([CH3:28])[C:19]=2[CH:18]=1)[CH:33]=[O:35]. The yield is 0.760. (2) The reactants are [CH3:1][C:2]1([CH3:9])[O:6][C@H:5]([CH2:7][OH:8])[CH2:4][O:3]1.[H-].[Na+].Cl[C:13]1[N:18]=[C:17]([C:19]([OH:21])=[O:20])[CH:16]=[N:15][CH:14]=1.Cl. The catalyst is C1COCC1.[Cl-].[Na+].O. The product is [CH3:1][C:2]1([CH3:9])[O:6][C@H:5]([CH2:7][O:8][C:13]2[N:18]=[C:17]([C:19]([OH:21])=[O:20])[CH:16]=[N:15][CH:14]=2)[CH2:4][O:3]1. The yield is 0.480.